This data is from Reaction yield outcomes from USPTO patents with 853,638 reactions. The task is: Predict the reaction yield, written as a fraction of the theoretical maximum amount of product (1.0 means a 100% yield; for example, 0.34 means a 34% yield). (1) The reactants are N1C=CC=CC=1CN.[CH2:9]([NH2:16])[C:10]1[CH:15]=[CH:14][CH:13]=[CH:12][CH:11]=1.[F:17][C:18]1[CH:47]=[CH:46][C:21]([CH2:22][N:23]2[CH2:27][CH2:26][N:25]([C:28]3[CH:32]=[C:31]([C:33](O)=[O:34])[N:30](CC4C=CC(OC)=CC=4)[N:29]=3)[C:24]2=[O:45])=[CH:20][CH:19]=1. No catalyst specified. The product is [CH2:9]([NH:16][C:33]([C:31]1[NH:30][N:29]=[C:28]([N:25]2[CH2:26][CH2:27][N:23]([CH2:22][C:21]3[CH:46]=[CH:47][C:18]([F:17])=[CH:19][CH:20]=3)[C:24]2=[O:45])[CH:32]=1)=[O:34])[C:10]1[CH:15]=[CH:14][CH:13]=[CH:12][CH:11]=1. The yield is 0.660. (2) The reactants are C([N:4]1[C:12]2[C:7](=[CH:8][C:9]([C:13](Cl)=[O:14])=[CH:10][CH:11]=2)[C:6]([C:16]2[CH:21]=[CH:20][C:19]([F:22])=[CH:18][CH:17]=2)=[N:5]1)(=O)C.[CH3:23][O:24]C(C)CN.O.[N:30]1C=C[CH:33]=[CH:32][CH:31]=1. No catalyst specified. The product is [F:22][C:19]1[CH:18]=[CH:17][C:16]([C:6]2[C:7]3[C:12](=[CH:11][CH:10]=[C:9]([C:13]([NH:30][CH2:31][CH2:32][CH2:33][O:24][CH3:23])=[O:14])[CH:8]=3)[NH:4][N:5]=2)=[CH:21][CH:20]=1. The yield is 0.350. (3) The reactants are C([O:8][C:9]1[CH:21]=[CH:20][C:12]2[CH:13]=[C:14]([C:16]([O:18][CH3:19])=[O:17])[O:15][C:11]=2[CH:10]=1)C1C=CC=CC=1. The catalyst is CO.[Pd]. The product is [OH:8][C:9]1[CH:21]=[CH:20][C:12]2[CH:13]=[C:14]([C:16]([O:18][CH3:19])=[O:17])[O:15][C:11]=2[CH:10]=1. The yield is 0.860.